This data is from Forward reaction prediction with 1.9M reactions from USPTO patents (1976-2016). The task is: Predict the product of the given reaction. (1) Given the reactants [C:1]([C@:3]([CH3:26])([C@H:7]([C:18]1[CH:23]=[CH:22][CH:21]=[CH:20][C:19]=1[O:24][CH3:25])[C:8]1[C:17]2[C:12](=[CH:13][CH:14]=[CH:15][CH:16]=2)[CH:11]=[CH:10][CH:9]=1)[C:4]([OH:6])=O)#[N:2].[C:27](Cl)(=O)C(Cl)=O.Cl.ClC1[CH:40]=[CH:39][C:38](N2CC=CCC2)=[CH:37][C:36]=1[C:47]([F:50])([F:49])[F:48].C([N:53]([CH2:56][CH3:57])[CH2:54][CH3:55])C.[CH2:58]([Cl:60])Cl, predict the reaction product. The product is: [Cl:60][C:58]1[CH:40]=[CH:39][C:38]([C:27]2[CH2:57][CH2:56][N:53]([C:4](=[O:6])[C@:3]([C@H:7]([C:18]3[CH:23]=[CH:22][CH:21]=[CH:20][C:19]=3[O:24][CH3:25])[C:8]3[C:17]4[C:12](=[CH:13][CH:14]=[CH:15][CH:16]=4)[CH:11]=[CH:10][CH:9]=3)([CH3:26])[C:1]#[N:2])[CH2:54][CH:55]=2)=[CH:37][C:36]=1[C:47]([F:48])([F:49])[F:50]. (2) Given the reactants OS(O)(=O)=O.[C:6]([NH:9][C@@H:10]([CH2:14][S:15][C:16]([O:18][C:19]1[CH:24]=[CH:23][C:22]([C:25]2[CH:30]=[CH:29][C:28]([F:31])=[CH:27][C:26]=2[F:32])=[CH:21][C:20]=1[C:33]([O:35][CH2:36][C:37]1[CH:42]=[CH:41][CH:40]=[CH:39][CH:38]=1)=[O:34])=[O:17])[C:11]([OH:13])=[O:12])(=[O:8])[CH3:7].O.[CH3:44]O, predict the reaction product. The product is: [C:6]([NH:9][C@H:10]([C:11]([O:13][CH3:44])=[O:12])[CH2:14][S:15][C:16]([O:18][C:19]1[CH:24]=[CH:23][C:22]([C:25]2[CH:30]=[CH:29][C:28]([F:31])=[CH:27][C:26]=2[F:32])=[CH:21][C:20]=1[C:33]([O:35][CH2:36][C:37]1[CH:38]=[CH:39][CH:40]=[CH:41][CH:42]=1)=[O:34])=[O:17])(=[O:8])[CH3:7]. (3) The product is: [O:4]1[C:8]2=[C:9]([N:13]3[CH2:18][CH2:17][N:16]([CH2:19][CH2:20][C@H:21]4[CH2:26][CH2:25][C@H:24]([NH:27][C:34](=[O:35])[CH2:33][C:29]5([OH:28])[CH2:32][CH2:31][CH2:30]5)[CH2:23][CH2:22]4)[CH2:15][CH2:14]3)[N:10]=[CH:11][CH:12]=[C:7]2[CH2:6][CH2:5]1. Given the reactants Cl.Cl.Cl.[O:4]1[C:8]2=[C:9]([N:13]3[CH2:18][CH2:17][N:16]([CH2:19][CH2:20][C@H:21]4[CH2:26][CH2:25][C@H:24]([NH2:27])[CH2:23][CH2:22]4)[CH2:15][CH2:14]3)[N:10]=[CH:11][CH:12]=[C:7]2[CH2:6][CH2:5]1.[OH:28][C:29]1([CH2:33][C:34](O)=[O:35])[CH2:32][CH2:31][CH2:30]1, predict the reaction product. (4) Given the reactants [CH3:1][N:2]([CH3:33])[C:3]([N:5]1[CH:9]([C:10]2[CH:15]=[CH:14][CH:13]=[C:12]([O:16]CC3C=CC=CC=3)[CH:11]=2)[CH:8]2[CH2:24][O:25][C:26]3[CH:27]=[CH:28][C:29]([F:32])=[CH:30][C:31]=3[C:7]2=[N:6]1)=[O:4], predict the reaction product. The product is: [CH3:1][N:2]([CH3:33])[C:3]([N:5]1[CH:9]([C:10]2[CH:15]=[CH:14][CH:13]=[C:12]([OH:16])[CH:11]=2)[CH:8]2[CH2:24][O:25][C:26]3[CH:27]=[CH:28][C:29]([F:32])=[CH:30][C:31]=3[C:7]2=[N:6]1)=[O:4]. (5) Given the reactants [F:1][C:2]1([F:14])[CH2:6][NH:5][C@H:4]([CH2:7][C:8](=[O:13])[CH:9]=[C:10]([CH3:12])[CH3:11])[CH2:3]1.C([O-])([O-])=O.[K+].[K+], predict the reaction product. The product is: [F:14][C:2]1([F:1])[CH2:6][N:5]2[C@H:4]([CH2:7][C:8](=[O:13])[CH2:9][C:10]2([CH3:11])[CH3:12])[CH2:3]1. (6) Given the reactants [OH:1][C:2]1[CH:7]=[CH:6][N:5]=[C:4]([NH:8][C:9](=[O:13])[CH2:10][O:11][CH3:12])[CH:3]=1.C1CCN2C(=NCCC2)CC1.F[C:26]1[CH:27]=[CH:28][C:29]([N+:36]([O-:38])=[O:37])=[C:30]2[C:35]=1[N:34]=[CH:33][CH:32]=[CH:31]2.O, predict the reaction product. The product is: [CH3:12][O:11][CH2:10][C:9]([NH:8][C:4]1[CH:3]=[C:2]([O:1][C:26]2[CH:27]=[CH:28][C:29]([N+:36]([O-:38])=[O:37])=[C:30]3[C:35]=2[N:34]=[CH:33][CH:32]=[CH:31]3)[CH:7]=[CH:6][N:5]=1)=[O:13]. (7) The product is: [Cl:19][C:20]1[CH:21]=[C:22]([CH:41]=[CH:42][C:43]=1[F:44])[NH:23][C:24]1[C:33]2[C:28](=[CH:29][C:30]([O:40][CH2:8][CH2:9][CH2:10][Cl:11])=[CH:31][C:32]=2[O:34][CH:35]2[CH2:39][CH2:38][O:37][CH2:36]2)[N:27]=[CH:26][N:25]=1. Given the reactants C(=O)([O-])[O-].[K+].[K+].Br[CH2:8][CH2:9][CH2:10][Cl:11].FC(F)(F)C(O)=O.[Cl:19][C:20]1[CH:21]=[C:22]([CH:41]=[CH:42][C:43]=1[F:44])[NH:23][C:24]1[C:33]2[C:28](=[CH:29][C:30]([OH:40])=[CH:31][C:32]=2[O:34][CH:35]2[CH2:39][CH2:38][O:37][CH2:36]2)[N:27]=[CH:26][N:25]=1, predict the reaction product.